Dataset: Catalyst prediction with 721,799 reactions and 888 catalyst types from USPTO. Task: Predict which catalyst facilitates the given reaction. (1) The catalyst class is: 64. Reactant: [NH2:1][C:2]1[C:7]([C:8]2[CH:13]=[CH:12][CH:11]=[C:10]([F:14])[CH:9]=2)=[C:6]([C:15](=[O:17])[CH3:16])[CH:5]=[C:4]([Cl:18])[C:3]=1[CH3:19].C(N(CC)C(C)C)(C)C.Cl[C:30]([O:32][CH3:33])=[O:31]. Product: [C:15]([C:6]1[C:7]([C:8]2[CH:13]=[CH:12][CH:11]=[C:10]([F:14])[CH:9]=2)=[C:2]([N:1]([C:30]([O:32][CH3:33])=[O:31])[C:30]([O:32][CH3:33])=[O:31])[C:3]([CH3:19])=[C:4]([Cl:18])[CH:5]=1)(=[O:17])[CH3:16]. (2) Reactant: [F:1][C:2]1[CH:7]=[CH:6][C:5]([C:8]2[C:12]([CH2:13][O:14][C:15]3[CH:23]=[CH:22][C:18]([C:19]([OH:21])=O)=[CH:17][N:16]=3)=[C:11]([CH2:24][OH:25])[O:10][N:9]=2)=[CH:4][CH:3]=1.C(N1C=CN=C1)(N1C=CN=C1)=O.[CH3:38][C:39]1([NH2:43])[CH2:42][O:41][CH2:40]1. Product: [F:1][C:2]1[CH:7]=[CH:6][C:5]([C:8]2[C:12]([CH2:13][O:14][C:15]3[CH:23]=[CH:22][C:18]([C:19]([NH:43][C:39]4([CH3:38])[CH2:42][O:41][CH2:40]4)=[O:21])=[CH:17][N:16]=3)=[C:11]([CH2:24][OH:25])[O:10][N:9]=2)=[CH:4][CH:3]=1. The catalyst class is: 3. (3) Reactant: [Br:1][C:2]1[CH:7]=[CH:6][CH:5]=[C:4]([CH2:8]Br)[N:3]=1.[CH3:10][S-:11].[Na+]. Product: [Br:1][C:2]1[CH:7]=[CH:6][CH:5]=[C:4]([CH2:8][S:11][CH3:10])[N:3]=1. The catalyst class is: 39. (4) The catalyst class is: 5. Reactant: [CH3:1][N+:2]([CH2:5][C@H:6]([NH2:11])[CH2:7][C:8]([O-:10])=[O:9])([CH3:4])[CH3:3].C(N(C(C)C)CC)(C)C.[N:21]([C:24]1[CH:29]=[CH:28][C:27]([C:30]2[S:31][CH:32]=[CH:33][CH:34]=2)=[CH:26][CH:25]=1)=[C:22]=[O:23]. Product: [S:31]1[CH:32]=[CH:33][CH:34]=[C:30]1[C:27]1[CH:28]=[CH:29][C:24]([NH:21][C:22](=[O:23])[NH:11][C@@H:6]([CH2:5][N+:2]([CH3:3])([CH3:4])[CH3:1])[CH2:7][C:8]([O-:10])=[O:9])=[CH:25][CH:26]=1. (5) Reactant: [C:1]([C:4]1[C:5](=[O:19])[O:6][C:7]2[CH:13]=[C:12]([N:14]([CH2:16][CH2:17][OH:18])[CH3:15])[CH:11]=[CH:10][C:8]=2[CH:9]=1)(=[O:3])[CH3:2].[C:20]1([CH3:40])[CH:25]=[CH:24][C:23]([S:26](O[S:26]([C:23]2[CH:24]=[CH:25][C:20]([CH3:40])=[CH:21][CH:22]=2)(=[O:28])=[O:27])(=[O:28])=[O:27])=[CH:22][CH:21]=1. Product: [CH3:40][C:20]1[CH:25]=[CH:24][C:23]([S:26]([O:18][CH2:17][CH2:16][N:14]([C:12]2[CH:11]=[CH:10][C:8]3[CH:9]=[C:4]([C:1](=[O:3])[CH3:2])[C:5](=[O:19])[O:6][C:7]=3[CH:13]=2)[CH3:15])(=[O:28])=[O:27])=[CH:22][CH:21]=1. The catalyst class is: 17. (6) Reactant: COC(=O)[C:4]1[C:9]([F:10])=[CH:8][CH:7]=[CH:6][C:5]=1[N:11]([CH2:18][CH2:19][CH2:20][C:21]([O:23]CC)=O)[C:12]([O:14][CH:15]([CH3:17])[CH3:16])=[O:13].CC(C)([O-])C.[K+].Cl.[Cl-].[Li+]. Product: [CH:15]([O:14][C:12]([N:11]1[CH2:18][CH2:19][CH2:20][C:21](=[O:23])[C:4]2[C:9]([F:10])=[CH:8][CH:7]=[CH:6][C:5]1=2)=[O:13])([CH3:16])[CH3:17]. The catalyst class is: 220.